Dataset: Peptide-MHC class II binding affinity with 134,281 pairs from IEDB. Task: Regression. Given a peptide amino acid sequence and an MHC pseudo amino acid sequence, predict their binding affinity value. This is MHC class II binding data. The MHC is HLA-DPA10103-DPB10401 with pseudo-sequence HLA-DPA10103-DPB10401. The binding affinity (normalized) is 0.0660. The peptide sequence is IFSKNLNIKLNMPLY.